Dataset: Reaction yield outcomes from USPTO patents with 853,638 reactions. Task: Predict the reaction yield, written as a fraction of the theoretical maximum amount of product (1.0 means a 100% yield; for example, 0.34 means a 34% yield). (1) The reactants are CS[C:3]([N:7]1[N:11]=[CH:10][C:9]2([CH2:15][CH2:14][CH2:13][CH2:12]2)[CH2:8]1)=[N:4][CH2:5][CH3:6].[NH:16]1[C:24]2[C:19](=[CH:20][C:21]([S:25]([NH2:28])(=[O:27])=[O:26])=[CH:22][CH:23]=2)[CH:18]=[CH:17]1. The catalyst is C(#N)C. The product is [CH2:8]1[C:9]2([CH2:12][CH2:13][CH2:14][CH2:15]2)[CH:10]=[N:11][N:7]1[C:3]([NH:4][CH2:5][CH3:6])=[N:28][S:25]([C:21]1[CH:20]=[C:19]2[C:24](=[CH:23][CH:22]=1)[NH:16][CH:17]=[CH:18]2)(=[O:27])=[O:26]. The yield is 0.870. (2) The reactants are [F:1][C:2]([F:22])([F:21])[C:3]1[CH:4]=[C:5]([C:9]2[CH:10]=[CH:11][C:12]3[N:18]4[CH2:19][C@H:15]([CH2:16][CH2:17]4)[NH:14][C:13]=3[N:20]=2)[CH:6]=[CH:7][CH:8]=1.ClC(Cl)(O[C:27](=[O:33])OC(Cl)(Cl)Cl)Cl.C(N(CC)CC)C.[F:42][C:43]([F:55])([F:54])[C:44]1([C:47]2[CH:48]=[C:49]([CH:51]=[CH:52][CH:53]=2)[NH2:50])[N:46]=[N:45]1. The catalyst is C(Cl)Cl.CO. The product is [F:55][C:43]([F:42])([F:54])[C:44]1([C:47]2[CH:48]=[C:49]([NH:50][C:27]([N:14]3[C@@H:15]4[CH2:19][N:18]([CH2:17][CH2:16]4)[C:12]4[CH:11]=[CH:10][C:9]([C:5]5[CH:6]=[CH:7][CH:8]=[C:3]([C:2]([F:21])([F:1])[F:22])[CH:4]=5)=[N:20][C:13]3=4)=[O:33])[CH:51]=[CH:52][CH:53]=2)[N:45]=[N:46]1. The yield is 0.500.